Predict the product of the given reaction. From a dataset of Forward reaction prediction with 1.9M reactions from USPTO patents (1976-2016). (1) Given the reactants Br[C:2]1([CH2:13][C:14]2[CH:19]=[CH:18][CH:17]=[C:16]([Cl:20])[CH:15]=2)[C:10]2[C:5](=[CH:6][C:7]([Cl:11])=[CH:8][CH:9]=2)[NH:4][C:3]1=[O:12].[CH2:21]([O:24][C:25]1[CH:30]=[CH:29][C:28]([NH2:31])=[CH:27][CH:26]=1)[CH2:22][CH3:23].CCN(C(C)C)C(C)C.O, predict the reaction product. The product is: [Cl:11][C:7]1[CH:6]=[C:5]2[C:10]([C:2]([CH2:13][C:14]3[CH:19]=[CH:18][CH:17]=[C:16]([Cl:20])[CH:15]=3)([NH:31][C:28]3[CH:27]=[CH:26][C:25]([O:24][CH2:21][CH2:22][CH3:23])=[CH:30][CH:29]=3)[C:3](=[O:12])[NH:4]2)=[CH:9][CH:8]=1. (2) Given the reactants [F:1][C:2]1[CH:28]=[CH:27][C:5]([CH2:6][N:7]2[CH2:10][CH:9]([S:11][C:12]3[C@H:13]([CH3:26])[C@@H:14]4[C@@H:21]([C@H:22]([OH:24])[CH3:23])[C:20](=[O:25])[N:15]4[C:16]=3[C:17]([OH:19])=[O:18])[CH2:8]2)=[CH:4][CH:3]=1.[CH:29]1([CH2:35][C:36]([O:38][CH2:39]Cl)=[O:37])[CH2:34][CH2:33][CH2:32][CH2:31][CH2:30]1, predict the reaction product. The product is: [F:1][C:2]1[CH:28]=[CH:27][C:5]([CH2:6][N:7]2[CH2:8][CH:9]([S:11][C:12]3[C@H:13]([CH3:26])[C@@H:14]4[C@@H:21]([C@H:22]([OH:24])[CH3:23])[C:20](=[O:25])[N:15]4[C:16]=3[C:17]([O:19][CH2:39][O:38][C:36](=[O:37])[CH2:35][CH:29]3[CH2:30][CH2:31][CH2:32][CH2:33][CH2:34]3)=[O:18])[CH2:10]2)=[CH:4][CH:3]=1. (3) Given the reactants [Br:1][C:2]1[C:3]([OH:9])=[CH:4][C:5]([Cl:8])=[N:6][CH:7]=1.Cl[C:11]([F:16])([F:15])C([O-])=O.[Na+].C([O-])([O-])=O.[Cs+].[Cs+], predict the reaction product. The product is: [Br:1][C:2]1[C:3]([O:9][CH:11]([F:16])[F:15])=[CH:4][C:5]([Cl:8])=[N:6][CH:7]=1.